Task: Regression. Given a peptide amino acid sequence and an MHC pseudo amino acid sequence, predict their binding affinity value. This is MHC class II binding data.. Dataset: Peptide-MHC class II binding affinity with 134,281 pairs from IEDB The peptide sequence is AGATAGTTVYGAFAA. The MHC is HLA-DQA10401-DQB10402 with pseudo-sequence HLA-DQA10401-DQB10402. The binding affinity (normalized) is 0.431.